Dataset: Full USPTO retrosynthesis dataset with 1.9M reactions from patents (1976-2016). Task: Predict the reactants needed to synthesize the given product. (1) Given the product [CH3:18][O:17][CH2:16][CH2:15][O:14][C:5]1[CH:4]=[C:3]([CH2:2][C:19]#[N:20])[CH:8]=[CH:7][C:6]=1[O:9][CH2:10][CH2:11][O:12][CH3:13], predict the reactants needed to synthesize it. The reactants are: Cl[CH2:2][C:3]1[CH:8]=[CH:7][C:6]([O:9][CH2:10][CH2:11][O:12][CH3:13])=[C:5]([O:14][CH2:15][CH2:16][O:17][CH3:18])[CH:4]=1.[C-:19]#[N:20].[K+]. (2) The reactants are: [Br:1][C:2]1[CH:3]=[C:4]([NH2:9])[C:5]([CH3:8])=[N:6][CH:7]=1.N1C=CC=CC=1.[C:16](OC(=O)C)(=[O:18])[CH3:17].O. Given the product [Br:1][C:2]1[CH:3]=[C:4]([NH:9][C:16](=[O:18])[CH3:17])[C:5]([CH3:8])=[N:6][CH:7]=1, predict the reactants needed to synthesize it. (3) Given the product [N:12]1([C:2]2[CH:3]=[CH:4][C:5]([N+:9]([O-:11])=[O:10])=[C:6]([CH:8]=2)[NH2:7])[CH:16]=[CH:15][N:14]=[CH:13]1, predict the reactants needed to synthesize it. The reactants are: Cl[C:2]1[CH:3]=[CH:4][C:5]([N+:9]([O-:11])=[O:10])=[C:6]([CH:8]=1)[NH2:7].[NH:12]1[CH:16]=[CH:15][N:14]=[CH:13]1.C([O-])([O-])=O.[K+].[K+]. (4) Given the product [F:16][C:17]([F:22])([F:21])[C:18]([OH:20])=[O:19].[Br:1][C:2]1[CH:3]=[C:4]([CH2:7][NH2:8])[O:5][CH:6]=1, predict the reactants needed to synthesize it. The reactants are: [Br:1][C:2]1[CH:3]=[C:4]([CH2:7][NH:8]C(=O)OC(C)(C)C)[O:5][CH:6]=1.[F:16][C:17]([F:22])([F:21])[C:18]([OH:20])=[O:19]. (5) Given the product [C:1]([O:5][C:6]([N:8]1[CH:9]([CH2:36][CH:37]=[O:39])[CH2:10][CH:11]([N:16]([CH2:21][C:22]2[CH:27]=[C:26]([C:28]([F:31])([F:29])[F:30])[CH:25]=[C:24]([C:32]([F:33])([F:34])[F:35])[CH:23]=2)[C:17]([O:19][CH3:20])=[O:18])[CH2:12][CH:13]1[CH2:14][CH3:15])=[O:7])([CH3:2])([CH3:4])[CH3:3], predict the reactants needed to synthesize it. The reactants are: [C:1]([O:5][C:6]([N:8]1[CH:13]([CH2:14][CH3:15])[CH2:12][CH:11]([N:16]([CH2:21][C:22]2[CH:27]=[C:26]([C:28]([F:31])([F:30])[F:29])[CH:25]=[C:24]([C:32]([F:35])([F:34])[F:33])[CH:23]=2)[C:17]([O:19][CH3:20])=[O:18])[CH2:10][CH:9]1[CH2:36][CH:37]=C)=[O:7])([CH3:4])([CH3:3])[CH3:2].[O:39]=[O+][O-].O=O.C1(P(C2C=CC=CC=2)C2C=CC=CC=2)C=CC=CC=1. (6) Given the product [OH:8][CH:1]([C:2]1[CH:3]=[CH:4][CH:5]=[CH:6][CH:7]=1)[CH:9]1[CH2:13][CH2:12][N:11]([C:14]([O:16][C:17]([CH3:19])([CH3:20])[CH3:18])=[O:15])[CH2:10]1, predict the reactants needed to synthesize it. The reactants are: [C:1]([CH:9]1[CH2:13][CH2:12][N:11]([C:14]([O:16][C:17]([CH3:20])([CH3:19])[CH3:18])=[O:15])[CH2:10]1)(=[O:8])[C:2]1[CH:7]=[CH:6][CH:5]=[CH:4][CH:3]=1.[BH4-].[Na+]. (7) Given the product [N+:1]([C:13]1[CH:12]=[CH:11][C:9]2[N:10]=[CH:6][S:7][C:8]=2[CH:14]=1)([O-:4])=[O:2], predict the reactants needed to synthesize it. The reactants are: [N+:1]([O-:4])(O)=[O:2].C[C:6]1[S:7][C:8]2[CH:14]=[CH:13][CH:12]=[CH:11][C:9]=2[N:10]=1.